From a dataset of Reaction yield outcomes from USPTO patents with 853,638 reactions. Predict the reaction yield, written as a fraction of the theoretical maximum amount of product (1.0 means a 100% yield; for example, 0.34 means a 34% yield). (1) The reactants are [N+](C[C:5]1([CH:12]=[CH2:13])[CH2:11][O:10][CH2:9][CH2:8][O:7][CH2:6]1)([O-])=O.C(O)(=[O:16])C.N([O-])=O.[Na+].Cl.CN(C)[CH:25]=[O:26]. No catalyst specified. The product is [CH:12]([C:5]1([C:25]([OH:26])=[O:16])[CH2:11][O:10][CH2:9][CH2:8][O:7][CH2:6]1)=[CH2:13]. The yield is 0.400. (2) The reactants are [Cl:1][C:2]1[N:7]=[C:6]([NH:8][C@@H:9]([C@H:12]([O:14][CH3:15])[CH3:13])[CH2:10][OH:11])[CH:5]=[CH:4][N:3]=1.Cl[C:17](Cl)([O:19]C(=O)OC(Cl)(Cl)Cl)Cl.CC1C=CC=C(C)N=1.CCOC(C)=O.CCCCCCC. The catalyst is C(Cl)Cl.O. The product is [Cl:1][C:2]1[N:7]=[C:6]([N:8]2[C@@H:9]([C@H:12]([O:14][CH3:15])[CH3:13])[CH2:10][O:11][C:17]2=[O:19])[CH:5]=[CH:4][N:3]=1. The yield is 0.150. (3) The product is [CH3:1][O:2][C:3]([C:5]1[C:10]([Cl:11])=[C:9]([NH2:12])[N:8]=[C:7]([C:18]2[CH:19]=[CH:20][C:15]([Cl:14])=[C:16]([O:28][CH3:29])[C:17]=2[F:27])[N:6]=1)=[O:4]. The catalyst is COCCOC.O.C1C=CC(P(C2C=CC=CC=2)C2C=CC=CC=2)=CC=1.C1C=CC(P(C2C=CC=CC=2)C2C=CC=CC=2)=CC=1.Cl[Pd]Cl. The yield is 0.535. The reactants are [CH3:1][O:2][C:3]([C:5]1[C:10]([Cl:11])=[C:9]([NH2:12])[N:8]=[C:7](Cl)[N:6]=1)=[O:4].[Cl:14][C:15]1[CH:20]=[CH:19][C:18](B2OCCCO2)=[C:17]([F:27])[C:16]=1[O:28][CH3:29].[F-].[Cs+]. (4) The reactants are [Br:1][C:2]1[S:3][C:4]([C:8]([OH:10])=O)=[C:5]([Br:7])[N:6]=1.S(Cl)(Cl)=O.C1(C)C=CC=CC=1.[OH-].[NH4+:23].O. The catalyst is C(Cl)Cl.CN(C=O)C. The product is [Br:1][C:2]1[S:3][C:4]([C:8]([NH2:23])=[O:10])=[C:5]([Br:7])[N:6]=1. The yield is 0.690.